Dataset: Reaction yield outcomes from USPTO patents with 853,638 reactions. Task: Predict the reaction yield, written as a fraction of the theoretical maximum amount of product (1.0 means a 100% yield; for example, 0.34 means a 34% yield). (1) The reactants are [CH3:1][O:2][C:3](=[O:15])[CH2:4][NH:5][C:6]([C:8]1[CH:13]=[CH:12][N:11]=[CH:10][C:9]=1[NH2:14])=[O:7].[C:16](N1C=CN=C1)(N1C=CN=C1)=[O:17].N12CCCN=C1CCCCC2. The catalyst is O1CCCC1. The product is [CH3:1][O:2][C:3](=[O:15])[CH2:4][N:5]1[C:6](=[O:7])[C:8]2[CH:13]=[CH:12][N:11]=[CH:10][C:9]=2[NH:14][C:16]1=[O:17]. The yield is 0.890. (2) The reactants are CCOC(/N=N/C(OCC)=O)=O.[C:13]([O:17][C:18](=[O:24])[N:19]([CH2:21][CH2:22][OH:23])[CH3:20])([CH3:16])([CH3:15])[CH3:14].O[N:26]1[C:30](=[O:31])[C:29]2=[CH:32][CH:33]=[CH:34][CH:35]=[C:28]2[C:27]1=[O:36].C1(P(C2C=CC=CC=2)C2C=CC=CC=2)C=CC=CC=1. The catalyst is O1CCCC1. The product is [C:13]([O:17][C:18](=[O:24])[N:19]([CH2:21][CH2:22][O:23][N:26]1[C:30](=[O:31])[C:29]2[C:28](=[CH:35][CH:34]=[CH:33][CH:32]=2)[C:27]1=[O:36])[CH3:20])([CH3:16])([CH3:14])[CH3:15]. The yield is 0.980. (3) The reactants are [NH2:1][C:2]1[CH:3]=[C:4]([S:8][C:9]2[C:17]3[C:16]([NH:18][C@H:19]([C:21]4[N:26]([C:27]5[CH:32]=[CH:31][CH:30]=[CH:29][CH:28]=5)[C:25](=[O:33])[C:24]5=[C:34]([CH3:37])[CH:35]=[CH:36][N:23]5[N:22]=4)[CH3:20])=[N:15][CH:14]=[N:13][C:12]=3[N:11]([CH2:38][O:39][CH2:40][CH2:41][Si:42]([CH3:45])([CH3:44])[CH3:43])[CH:10]=2)[CH:5]=[CH:6][CH:7]=1.[CH3:46][S:47](Cl)(=[O:49])=[O:48]. No catalyst specified. The product is [CH3:37][C:34]1[CH:35]=[CH:36][N:23]2[C:24]=1[C:25](=[O:33])[N:26]([C:27]1[CH:32]=[CH:31][CH:30]=[CH:29][CH:28]=1)[C:21]([C@@H:19]([NH:18][C:16]1[C:17]3[C:9]([S:8][C:4]4[CH:3]=[C:2]([NH:1][S:47]([CH3:46])(=[O:49])=[O:48])[CH:7]=[CH:6][CH:5]=4)=[CH:10][N:11]([CH2:38][O:39][CH2:40][CH2:41][Si:42]([CH3:43])([CH3:45])[CH3:44])[C:12]=3[N:13]=[CH:14][N:15]=1)[CH3:20])=[N:22]2. The yield is 0.230. (4) The reactants are Cl.[NH2:2][C:3]1[C:12]2[N:13]=[C:14]([CH2:38][CH2:39][O:40][CH3:41])[N:15]([CH2:16][CH2:17][CH2:18][N:19]([CH2:24][C:25]3[CH:26]=[C:27]([CH:35]=[CH:36][CH:37]=3)[O:28][CH2:29][C:30]([O:32][CH2:33][CH3:34])=[O:31])[C:20](=[O:23])[CH2:21]Cl)[C:11]=2[C:10]2[CH:9]=[CH:8][CH:7]=[CH:6][C:5]=2[N:4]=1.[NH:42]1[CH2:46][CH2:45][CH2:44][CH2:43]1. No catalyst specified. The product is [NH2:2][C:3]1[C:12]2[N:13]=[C:14]([CH2:38][CH2:39][O:40][CH3:41])[N:15]([CH2:16][CH2:17][CH2:18][N:19]([CH2:24][C:25]3[CH:26]=[C:27]([CH:35]=[CH:36][CH:37]=3)[O:28][CH2:29][C:30]([O:32][CH2:33][CH3:34])=[O:31])[C:20](=[O:23])[CH2:21][N:42]3[CH2:46][CH2:45][CH2:44][CH2:43]3)[C:11]=2[C:10]2[CH:9]=[CH:8][CH:7]=[CH:6][C:5]=2[N:4]=1. The yield is 0.680. (5) The reactants are [OH:1][C:2]1[CH:14]=[CH:13][C:12]2[C:11]3[C:6](=[CH:7][CH:8]=[CH:9][CH:10]=3)[C:5](=[O:15])[C:4]=2[CH:3]=1.C(=O)([O-])[O-].[K+].[K+].[CH2:22](Br)[CH2:23][CH2:24][CH2:25][CH2:26][CH2:27][CH2:28][CH2:29][CH2:30][CH2:31][CH2:32][CH2:33][CH2:34][CH2:35][CH2:36][CH2:37][CH2:38][CH2:39][CH2:40][CH2:41][CH2:42][CH3:43].Cl. The catalyst is CN(C=O)C. The product is [CH2:43]([O:1][C:2]1[CH:14]=[CH:13][C:12]2[C:11]3[C:6](=[CH:7][CH:8]=[CH:9][CH:10]=3)[C:5](=[O:15])[C:4]=2[CH:3]=1)[CH2:42][CH2:41][CH2:40][CH2:39][CH2:38][CH2:37][CH2:36][CH2:35][CH2:34][CH2:33][CH2:32][CH2:31][CH2:30][CH2:29][CH2:28][CH2:27][CH2:26][CH2:25][CH2:24][CH2:23][CH3:22]. The yield is 0.960. (6) The reactants are [C:1]([C:4]1[C:11]([OH:12])=[CH:10][C:7]([C:8]#[N:9])=[C:6]([CH3:13])[CH:5]=1)(=[O:3])[CH3:2].[I:14]N1C(=O)CCC1=O. The catalyst is C(O)(=O)C.C(OCC)(=O)C. The product is [C:1]([C:4]1[CH:5]=[C:6]([CH3:13])[C:7]([C:8]#[N:9])=[C:10]([I:14])[C:11]=1[OH:12])(=[O:3])[CH3:2]. The yield is 0.620.